This data is from Reaction yield outcomes from USPTO patents with 853,638 reactions. The task is: Predict the reaction yield, written as a fraction of the theoretical maximum amount of product (1.0 means a 100% yield; for example, 0.34 means a 34% yield). The reactants are C([O:8][C:9]1[C:10](=[O:26])[N:11]([CH2:15][C:16](=[O:25])[NH:17][O:18][C:19]2[CH:24]=[CH:23][CH:22]=[CH:21][CH:20]=2)[CH:12]=[CH:13][CH:14]=1)C1C=CC=CC=1.[H][H]. The catalyst is CCO.[Pd]. The product is [OH:8][C:9]1[C:10](=[O:26])[N:11]([CH2:15][C:16](=[O:25])[NH:17][O:18][C:19]2[CH:20]=[CH:21][CH:22]=[CH:23][CH:24]=2)[CH:12]=[CH:13][CH:14]=1. The yield is 0.570.